From a dataset of Full USPTO retrosynthesis dataset with 1.9M reactions from patents (1976-2016). Predict the reactants needed to synthesize the given product. (1) Given the product [CH2:1]([O:5][C:6]1[N:11]=[CH:10][C:9]([NH:12][CH2:14][C:15]([N:17]2[CH2:18][CH2:19][N:20]([C:23]3[N:30]=[CH:29][CH:28]=[CH:27][C:24]=3[C:25]#[N:26])[CH2:21][CH2:22]2)=[O:16])=[CH:8][CH:7]=1)[CH2:2][CH2:3][CH3:4], predict the reactants needed to synthesize it. The reactants are: [CH2:1]([O:5][C:6]1[N:11]=[CH:10][C:9]([NH2:12])=[CH:8][CH:7]=1)[CH2:2][CH2:3][CH3:4].Br[CH2:14][C:15]([N:17]1[CH2:22][CH2:21][N:20]([C:23]2[N:30]=[CH:29][CH:28]=[CH:27][C:24]=2[C:25]#[N:26])[CH2:19][CH2:18]1)=[O:16].C(=O)([O-])[O-].[Cs+].[Cs+].CN(C)C=O. (2) Given the product [F:2][C:3]1[CH:16]=[C:15]([F:17])[CH:14]=[CH:13][C:4]=1[C:5]([CH:7]1[CH2:8][CH2:9][N:10]([CH2:19][CH2:20][C:21]2[C:26](=[O:27])[N:25]3[CH2:28][CH2:29][CH2:30][CH2:31][C:24]3=[N:23][C:22]=2[CH3:32])[CH2:11][CH2:12]1)=[O:6], predict the reactants needed to synthesize it. The reactants are: Cl.[F:2][C:3]1[CH:16]=[C:15]([F:17])[CH:14]=[CH:13][C:4]=1[C:5]([CH:7]1[CH2:12][CH2:11][NH:10][CH2:9][CH2:8]1)=[O:6].Cl[CH2:19][CH2:20][C:21]1[C:26](=[O:27])[N:25]2[CH2:28][CH2:29][CH2:30][CH2:31][C:24]2=[N:23][C:22]=1[CH3:32].C(=O)([O-])O.[Na+].[I-].[K+].